This data is from Full USPTO retrosynthesis dataset with 1.9M reactions from patents (1976-2016). The task is: Predict the reactants needed to synthesize the given product. (1) Given the product [F:1][C:2]1[C:3]([CH3:13])=[C:4]([CH2:9][C:10]([O:12][CH3:19])=[O:11])[CH:5]=[CH:6][C:7]=1[F:8], predict the reactants needed to synthesize it. The reactants are: [F:1][C:2]1[C:3]([CH3:13])=[C:4]([CH2:9][C:10]([OH:12])=[O:11])[CH:5]=[CH:6][C:7]=1[F:8].OS(O)(=O)=O.[CH3:19]O. (2) Given the product [F:21][C:22]1[CH:29]=[CH:28][C:25]([CH2:26][N:4]2[CH2:5][CH2:6][CH2:7][N:1]([C:8]3[CH:9]=[CH:10][C:11]4[N:12]([C:14]([C:17]([F:18])([F:19])[F:20])=[N:15][N:16]=4)[N:13]=3)[CH2:2][CH2:3]2)=[CH:24][CH:23]=1, predict the reactants needed to synthesize it. The reactants are: [N:1]1([C:8]2[CH:9]=[CH:10][C:11]3[N:12]([C:14]([C:17]([F:20])([F:19])[F:18])=[N:15][N:16]=3)[N:13]=2)[CH2:7][CH2:6][CH2:5][NH:4][CH2:3][CH2:2]1.[F:21][C:22]1[CH:29]=[CH:28][C:25]([CH:26]=O)=[CH:24][CH:23]=1. (3) Given the product [N:32]1([CH2:31][CH2:30][NH:29][S:26]([C:23]2[CH:24]=[CH:25][C:20](/[CH:18]=[N:2]/[NH:1][C:3]3[N:8]=[CH:7][N:6]=[C:5]4[N:9]([C:12]5[CH:17]=[CH:16][CH:15]=[CH:14][CH:13]=5)[N:10]=[CH:11][C:4]=34)=[CH:21][CH:22]=2)(=[O:28])=[O:27])[CH2:33][CH2:34][O:35][CH2:36][CH2:37]1, predict the reactants needed to synthesize it. The reactants are: [NH:1]([C:3]1[N:8]=[CH:7][N:6]=[C:5]2[N:9]([C:12]3[CH:17]=[CH:16][CH:15]=[CH:14][CH:13]=3)[N:10]=[CH:11][C:4]=12)[NH2:2].[CH:18]([C:20]1[CH:25]=[CH:24][C:23]([S:26]([NH:29][CH2:30][CH2:31][N:32]2[CH2:37][CH2:36][O:35][CH2:34][CH2:33]2)(=[O:28])=[O:27])=[CH:22][CH:21]=1)=O.C1(N2C3=NC=NC(NN=CC4C=CN=CC=4)=C3C=N2)C=CC=CC=1. (4) Given the product [CH3:12][O:13][C:14]1[N:15]=[C:16]([CH2:20][CH2:21][OH:22])[CH:17]=[CH:18][CH:19]=1, predict the reactants needed to synthesize it. The reactants are: C([Li])CCC.CCCCCC.[CH3:12][O:13][C:14]1[CH:19]=[CH:18][CH:17]=[C:16]([CH3:20])[N:15]=1.[CH2:21]=[O:22].[Na+].[Cl-]. (5) Given the product [O:22]1[CH:21]=[CH:20][CH:19]=[C:18]1[C:17]1[O:25][N:24]=[C:14]([C:11]2[CH:12]=[CH:13][C:8]([O:7][C:4]3[CH:5]=[CH:6][CH:1]=[CH:2][CH:3]=3)=[CH:9][CH:10]=2)[CH:16]=1, predict the reactants needed to synthesize it. The reactants are: [CH:1]1[CH:6]=[CH:5][C:4]([O:7][C:8]2[CH:13]=[CH:12][C:11]([C:14](/[CH:16]=[CH:17]/[C:18]3[O:22][CH:21]=[CH:20][CH:19]=3)=O)=[CH:10][CH:9]=2)=[CH:3][CH:2]=1.Cl.[NH2:24][OH:25].[OH-].[Na+]. (6) Given the product [CH2:1]([O:3][C:4](=[O:43])[C:5]1[CH:10]=[C:9]([C:11]#[N:12])[C:8]([N:13]2[CH2:14][CH2:15][CH:16]([C:19](=[O:34])[NH:20][S:21]([CH2:24][C:25]3[CH:26]=[CH:27][CH:28]=[CH:29][CH:30]=3)(=[O:23])=[O:22])[CH2:17][CH2:18]2)=[N:7][C:6]=1[S:88][CH2:86][CH3:87])[CH3:2], predict the reactants needed to synthesize it. The reactants are: [CH2:1]([O:3][C:4](=[O:43])[C:5]1[CH:10]=[C:9]([C:11]#[N:12])[C:8]([N:13]2[CH2:18][CH2:17][CH:16]([C:19](=[O:34])[N:20](CC=C)[S:21]([CH2:24][C:25]3[CH:30]=[CH:29][CH:28]=[CH:27][CH:26]=3)(=[O:23])=[O:22])[CH2:15][CH2:14]2)=[N:7][C:6]=1OS(C(F)(F)F)(=O)=O)[CH3:2].CC1(C)C2C(=C(P(C3C=CC=CC=3)C3C=CC=CC=3)C=CC=2)OC2C(P(C3C=CC=CC=3)C3C=CC=CC=3)=CC=CC1=2.[CH2:86]([SH:88])[CH3:87].CCN(C(C)C)C(C)C.[NH4+].[Cl-]. (7) Given the product [NH2:11][C:7]1[C:6]2[N:5]([C:4]([CH:12]([CH3:14])[CH3:13])=[N:3][C:2]=2[C:23]2[C:32]3[C:27](=[CH:28][CH:29]=[CH:30][CH:31]=3)[C:26]([NH:33][C:34]([NH:36][C:37]3[CH:42]=[CH:41][CH:40]=[C:39]([C:43]([F:44])([F:45])[F:46])[CH:38]=3)=[O:35])=[CH:25][CH:24]=2)[CH:10]=[CH:9][N:8]=1, predict the reactants needed to synthesize it. The reactants are: I[C:2]1[N:3]=[C:4]([CH:12]([CH3:14])[CH3:13])[N:5]2[CH:10]=[CH:9][N:8]=[C:7]([NH2:11])[C:6]=12.CC1(C)C(C)(C)OB([C:23]2[C:32]3[C:27](=[CH:28][CH:29]=[CH:30][CH:31]=3)[C:26]([NH:33][C:34]([NH:36][C:37]3[CH:42]=[CH:41][CH:40]=[C:39]([C:43]([F:46])([F:45])[F:44])[CH:38]=3)=[O:35])=[CH:25][CH:24]=2)O1.C(=O)([O-])[O-].[Na+].[Na+].C(Cl)Cl.